From a dataset of Full USPTO retrosynthesis dataset with 1.9M reactions from patents (1976-2016). Predict the reactants needed to synthesize the given product. (1) Given the product [Br:1][C:2]1[CH:38]=[C:37]([F:39])[CH:36]=[CH:35][C:3]=1[O:4][C:5]1[C:6]([NH:20][C:21]2[S:22][CH:23]=[C:24]([CH:26]3[CH2:31][CH2:30][NH:29][CH2:28][CH2:27]3)[N:25]=2)=[N:7][CH:8]=[C:9]([S:11][C:12]2[CH:17]=[CH:16][CH:15]=[C:14]([O:18][CH3:19])[CH:13]=2)[CH:10]=1, predict the reactants needed to synthesize it. The reactants are: [Br:1][C:2]1[CH:38]=[C:37]([F:39])[CH:36]=[CH:35][C:3]=1[O:4][C:5]1[C:6]([NH:20][C:21]2[S:22][CH:23]=[C:24]([CH:26]3[CH2:31][CH2:30][N:29](C([O-])=O)[CH2:28][CH2:27]3)[N:25]=2)=[N:7][CH:8]=[C:9]([S:11][C:12]2[CH:17]=[CH:16][CH:15]=[C:14]([O:18][CH3:19])[CH:13]=2)[CH:10]=1.C(O)(C(F)(F)F)=O.O.C([O-])([O-])=O.[Na+].[Na+]. (2) The reactants are: [NH2:1][C:2]1[N:3]=[C:4]([CH3:18])[C:5]2[CH:11]=[C:10](Br)[C:9](=[O:13])[N:8]([CH:14]3[CH2:17][CH2:16][CH2:15]3)[C:6]=2[N:7]=1.[C:19]([Cu])#[N:20]. Given the product [NH2:1][C:2]1[N:3]=[C:4]([CH3:18])[C:5]2[CH:11]=[C:10]([C:19]#[N:20])[C:9](=[O:13])[N:8]([CH:14]3[CH2:17][CH2:16][CH2:15]3)[C:6]=2[N:7]=1, predict the reactants needed to synthesize it. (3) Given the product [Cl:1][C:2]1[CH:3]=[C:4]([C:14]([C:16]([F:19])([F:18])[F:17])=[CH2:15])[CH:5]=[C:6]([Cl:9])[C:7]=1[Cl:8], predict the reactants needed to synthesize it. The reactants are: [Cl:1][C:2]1[CH:3]=[C:4](B(O)O)[CH:5]=[C:6]([Cl:9])[C:7]=1[Cl:8].Br[C:14]([C:16]([F:19])([F:18])[F:17])=[CH2:15].C([O-])([O-])=O.[Cs+].[Cs+]. (4) The reactants are: [CH3:1][C:2]1([C:7]2[S:11][C:10]([CH2:12][N:13]3[CH:17]=[C:16]([NH2:18])[CH:15]=[N:14]3)=[CH:9][CH:8]=2)[O:6]CCO1.[F:19][C:20]([F:33])([F:32])[C:21]1[CH:26]=[CH:25][C:24](/[CH:27]=[CH:28]/[C:29](O)=[O:30])=[CH:23][CH:22]=1. Given the product [C:2]([C:7]1[S:11][C:10]([CH2:12][N:13]2[CH:17]=[C:16]([NH:18][C:29](=[O:30])/[CH:28]=[CH:27]/[C:24]3[CH:23]=[CH:22][C:21]([C:20]([F:32])([F:33])[F:19])=[CH:26][CH:25]=3)[CH:15]=[N:14]2)=[CH:9][CH:8]=1)(=[O:6])[CH3:1], predict the reactants needed to synthesize it. (5) The reactants are: [ClH:1].[C:2]([NH:5][C:6]1[CH:11]=[CH:10][C:9]([C:12]2[CH:17]=[CH:16][C:15]([CH2:18][C@H:19]([NH:34][C:35]([C@H:37]3[CH2:42][CH2:41][C@H:40]([CH2:43][NH:44]C(=O)OC(C)(C)C)[CH2:39][CH2:38]3)=[O:36])[C:20](=[O:33])[NH:21][C:22]3[CH:27]=[CH:26][C:25]([C:28]4[N:29]=[N:30][NH:31][N:32]=4)=[CH:24][CH:23]=3)=[CH:14][CH:13]=2)=[CH:8][C:7]=1[F:52])(=[O:4])[CH3:3].C(#N)C. Given the product [ClH:1].[C:2]([NH:5][C:6]1[CH:11]=[CH:10][C:9]([C:12]2[CH:13]=[CH:14][C:15]([CH2:18][C@H:19]([NH:34][C:35]([C@H:37]3[CH2:38][CH2:39][C@H:40]([CH2:43][NH2:44])[CH2:41][CH2:42]3)=[O:36])[C:20](=[O:33])[NH:21][C:22]3[CH:27]=[CH:26][C:25]([C:28]4[N:29]=[N:30][NH:31][N:32]=4)=[CH:24][CH:23]=3)=[CH:16][CH:17]=2)=[CH:8][C:7]=1[F:52])(=[O:4])[CH3:3], predict the reactants needed to synthesize it. (6) Given the product [N+:1]([C:4]1[CH:5]=[C:6]([C:10]2[C:11]([S:17]([OH:20])(=[O:19])=[O:18])=[CH:12][CH:13]=[CH:14][CH:15]=2)[CH:7]=[CH:8][CH:9]=1)([O-:3])=[O:2], predict the reactants needed to synthesize it. The reactants are: [N+:1]([C:4]1[CH:5]=[C:6]([C:10]2[CH:15]=[CH:14][CH:13]=[CH:12][CH:11]=2)[CH:7]=[CH:8][CH:9]=1)([O-:3])=[O:2].Cl[S:17]([OH:20])(=[O:19])=[O:18].